Dataset: Forward reaction prediction with 1.9M reactions from USPTO patents (1976-2016). Task: Predict the product of the given reaction. (1) Given the reactants [N+:1]([C:4]1[CH:5]=[C:6]([C:13]([N:15]2[CH2:20][CH2:19][N:18]([CH2:21][CH3:22])[CH2:17][CH2:16]2)=[O:14])[CH:7]=[CH:8][C:9]=1[N+:10]([O-])=O)([O-])=O.[N:23]#[C:24][Br:25], predict the reaction product. The product is: [BrH:25].[NH2:23][C:24]1[NH:10][C:9]2[CH:8]=[CH:7][C:6]([C:13]([N:15]3[CH2:20][CH2:19][N:18]([CH2:21][CH3:22])[CH2:17][CH2:16]3)=[O:14])=[CH:5][C:4]=2[N:1]=1. (2) Given the reactants [Cl:1][C:2]1[N:3]=[C:4]([NH:20][CH:21]2[CH2:25][CH2:24][CH2:23][CH2:22]2)[C:5]2[N:6]=[CH:7][N:8]([C:18]=2[N:19]=1)[C@@H:9]1[O:17][C@H:14]([CH2:15][OH:16])[C@@H:12]([OH:13])[C@H:10]1[OH:11].C(O[C@@]1(O)[C@](OC(=O)C)(O)[C@@H](C(OC(=O)C)O)O[C@H]1N1C2C(C(Cl)(N=C(Cl)N=2)N)=NC1)(=O)C.C1(N)CCCC1.C(O)C, predict the reaction product. The product is: [Cl:1][C:2]1[N:3]=[C:4]([NH:20][CH:21]2[CH2:22][CH2:23][CH2:24][CH2:25]2)[C:5]2[N:6]=[CH:7][N:8]([C:18]=2[N:19]=1)[C@@H:9]1[O:17][C@H:14]([CH2:15][OH:16])[C@@H:12]([OH:13])[C@H:10]1[OH:11]. (3) Given the reactants [Cl:1][C:2]1[CH:7]=[CH:6][C:5]([OH:8])=[CH:4][CH:3]=1.Cl[C:10]1[C:19]2[C:14](=[C:15]([O:22][CH3:23])[C:16]([O:20][CH3:21])=[CH:17][CH:18]=2)[CH:13]=[C:12]([NH:24][C:25]2[CH:29]=[C:28]([CH3:30])[NH:27][N:26]=2)[N:11]=1, predict the reaction product. The product is: [Cl:1][C:2]1[CH:7]=[CH:6][C:5]([O:8][C:10]2[C:19]3[C:14](=[C:15]([O:22][CH3:23])[C:16]([O:20][CH3:21])=[CH:17][CH:18]=3)[CH:13]=[C:12]([NH:24][C:25]3[CH:29]=[C:28]([CH3:30])[NH:27][N:26]=3)[N:11]=2)=[CH:4][CH:3]=1. (4) Given the reactants [C:1]([C:11]([C:13]([C:19]([F:22])([F:21])[F:20])([C:15]([F:18])([F:17])[F:16])[F:14])=[O:12])([C:7]([F:10])([F:9])[F:8])([C:3]([F:6])([F:5])[F:4])[F:2].[F-:23].[K+].S(O[CH2:32][CH3:33])(OCC)(=O)=O.[OH-].[K+], predict the reaction product. The product is: [C:13]([C:11]([C:1]([C:3]([F:6])([F:5])[F:4])([C:7]([F:10])([F:9])[F:8])[F:2])([O:12][CH2:32][CH3:33])[F:23])([C:15]([F:16])([F:17])[F:18])([C:19]([F:20])([F:21])[F:22])[F:14]. (5) Given the reactants [Br:1][C:2]1[CH:11]=[C:10]2[C:5]([C:6]([CH3:16])([CH3:15])[CH2:7][CH:8]([CH:13]=[O:14])[C:9]2=[O:12])=[CH:4][CH:3]=1.[CH3:17][C:18]([CH:20]=[CH2:21])=[O:19], predict the reaction product. The product is: [Br:1][C:2]1[CH:11]=[C:10]2[C:5]([C:6]([CH3:16])([CH3:15])[CH2:7][C:8]([CH:13]=[O:14])([CH2:21][CH2:20][C:18](=[O:19])[CH3:17])[C:9]2=[O:12])=[CH:4][CH:3]=1. (6) Given the reactants [C:1]([O:5][C:6](=[O:30])[NH:7][C@@H:8]([CH2:26][CH2:27][CH2:28][CH3:29])[CH2:9][O:10][C:11](=[O:25])[N:12]([CH2:19][C:20]1[S:21][CH:22]=[CH:23][CH:24]=1)[CH2:13][C:14]1[S:15][CH:16]=[CH:17][CH:18]=1)([CH3:4])([CH3:3])[CH3:2].[CH3:31][Si]([N-][Si](C)(C)C)(C)C.[K+].IC, predict the reaction product. The product is: [C:1]([O:5][C:6](=[O:30])[N:7]([C@@H:8]([CH2:26][CH2:27][CH2:28][CH3:29])[CH2:9][O:10][C:11](=[O:25])[N:12]([CH2:19][C:20]1[S:21][CH:22]=[CH:23][CH:24]=1)[CH2:13][C:14]1[S:15][CH:16]=[CH:17][CH:18]=1)[CH3:31])([CH3:4])([CH3:3])[CH3:2].